From a dataset of Reaction yield outcomes from USPTO patents with 853,638 reactions. Predict the reaction yield, written as a fraction of the theoretical maximum amount of product (1.0 means a 100% yield; for example, 0.34 means a 34% yield). (1) The reactants are [Cl:1][C:2]1[N:10](CC=C)[C:9]2[C:8](=[O:14])[NH:7][C:6](=[O:15])[N:5]([CH2:16][CH2:17][CH2:18][CH2:19][CH3:20])[C:4]=2[N:3]=1.[C:21]1([CH2:27][C:28]2[N:32]=[C:31]([CH2:33][CH2:34][CH2:35][CH2:36][CH2:37]O)[O:30][N:29]=2)[CH:26]=[CH:25][CH:24]=[CH:23][CH:22]=1.C1(P(C2C=CC=CC=2)C2C=CC=CC=2)C=CC=CC=1.C1C=CC(COC(/N=N/C(OCC2C=CC=CC=2)=O)=O)=CC=1.N1CCOCC1. The catalyst is C1COCC1.C1C=CC([P]([Pd]([P](C2C=CC=CC=2)(C2C=CC=CC=2)C2C=CC=CC=2)([P](C2C=CC=CC=2)(C2C=CC=CC=2)C2C=CC=CC=2)[P](C2C=CC=CC=2)(C2C=CC=CC=2)C2C=CC=CC=2)(C2C=CC=CC=2)C2C=CC=CC=2)=CC=1. The product is [Cl:1][C:2]1[NH:10][C:9]2[C:8](=[O:14])[N:7]([CH2:37][CH2:36][CH2:35][CH2:34][CH2:33][C:31]3[O:30][N:29]=[C:28]([CH2:27][C:21]4[CH:22]=[CH:23][CH:24]=[CH:25][CH:26]=4)[N:32]=3)[C:6](=[O:15])[N:5]([CH2:16][CH2:17][CH2:18][CH2:19][CH3:20])[C:4]=2[N:3]=1. The yield is 0.340. (2) The reactants are [CH3:1][O:2][C:3]1[CH:4]=[C:5]([CH2:15][CH2:16][CH2:17][CH2:18][CH2:19][CH2:20][CH2:21][CH2:22][C:23]2[CH:28]=[CH:27][C:26]([NH:29]C(=O)C)=[CH:25][CH:24]=2)[C:6]2[C:11]([C:12]=1[O:13][CH3:14])=[CH:10][CH:9]=[CH:8][CH:7]=2.Cl. The catalyst is CO. The product is [CH3:1][O:2][C:3]1[CH:4]=[C:5]([CH2:15][CH2:16][CH2:17][CH2:18][CH2:19][CH2:20][CH2:21][CH2:22][C:23]2[CH:24]=[CH:25][C:26]([NH2:29])=[CH:27][CH:28]=2)[C:6]2[C:11]([C:12]=1[O:13][CH3:14])=[CH:10][CH:9]=[CH:8][CH:7]=2. The yield is 0.750. (3) The reactants are [C:1]1([C:7]2[N:12]=[N:11][C:10]([N:13]3[CH2:18][CH2:17][N:16]([C:19]4[N:24]=[CH:23][CH:22]=[CH:21][N:20]=4)[CH2:15][CH2:14]3)=[C:9](O)[CH:8]=2)[CH:6]=[CH:5][CH:4]=[CH:3][CH:2]=1.[OH-].[Na+].P(Cl)(Cl)([Cl:30])=O. No catalyst specified. The product is [Cl:30][C:9]1[CH:8]=[C:7]([C:1]2[CH:6]=[CH:5][CH:4]=[CH:3][CH:2]=2)[N:12]=[N:11][C:10]=1[N:13]1[CH2:18][CH2:17][N:16]([C:19]2[N:24]=[CH:23][CH:22]=[CH:21][N:20]=2)[CH2:15][CH2:14]1. The yield is 0.914. (4) The reactants are C([NH:5][S:6]([C:9]1[S:10][C:11]([C:14]2[CH:19]=[CH:18][CH:17]=[C:16]([C:20]3[N:25]=[C:24]([C:26]4[CH:31]=[CH:30][C:29]([Cl:32])=[CH:28][CH:27]=4)[CH:23]=[C:22]([C:33]([F:36])([F:35])[F:34])[N:21]=3)[CH:15]=2)=[CH:12][CH:13]=1)(=[O:8])=[O:7])(C)(C)C.C(O)(C(F)(F)F)=O. The catalyst is ClCCl. The product is [Cl:32][C:29]1[CH:28]=[CH:27][C:26]([C:24]2[CH:23]=[C:22]([C:33]([F:35])([F:36])[F:34])[N:21]=[C:20]([C:16]3[CH:15]=[C:14]([C:11]4[S:10][C:9]([S:6]([NH2:5])(=[O:8])=[O:7])=[CH:13][CH:12]=4)[CH:19]=[CH:18][CH:17]=3)[N:25]=2)=[CH:31][CH:30]=1. The yield is 0.750. (5) The reactants are [C:1]([O:5][C:6]([N:8]([CH3:44])[CH:9]1[CH2:14][CH2:13][CH:12]([O:15][C:16]2[C:27]3[C:26]4[C@@H:25]([CH2:28][C@@H:29]([NH:33][C:34](=O)[O:35]CC5C=CC=CC=5)[C:30](=[O:32])[NH2:31])[CH2:24][CH2:23][C:22]=4[S:21][C:20]=3[N:19]=[CH:18][N:17]=2)[CH2:11][CH2:10]1)=[O:7])([CH3:4])([CH3:3])[CH3:2]. The catalyst is C1COCC1.C(OCC)(=O)C. The product is [O:35]=[C:34]1[NH:33][C@H:29]([CH2:28][C@H:25]2[CH2:24][CH2:23][C:22]3[S:21][C:20]4[N:19]=[CH:18][N:17]=[C:16]([O:15][CH:12]5[CH2:11][CH2:10][CH:9]([N:8]([CH3:44])[C:6](=[O:7])[O:5][C:1]([CH3:4])([CH3:2])[CH3:3])[CH2:14][CH2:13]5)[C:27]=4[C:26]2=3)[C:30](=[O:32])[NH:31]1. The yield is 0.940. (6) The reactants are [CH2:1]([C:5]1(O)[C:9]2[CH:10]=[C:11]([NH:16][C:17](=[O:23])[CH2:18][C:19]([CH3:22])([CH3:21])[CH3:20])[C:12]([CH3:15])=[C:13]([CH3:14])[C:8]=2[O:7][C:6]1([CH3:25])[CH3:24])[CH2:2][CH2:3][CH3:4]. The catalyst is C(OCC)(=O)C.CCCCCC. The product is [CH2:1]([CH:5]1[C:9]2[CH:10]=[C:11]([NH:16][C:17](=[O:23])[CH2:18][C:19]([CH3:22])([CH3:21])[CH3:20])[C:12]([CH3:15])=[C:13]([CH3:14])[C:8]=2[O:7][C:6]1([CH3:24])[CH3:25])[CH2:2][CH2:3][CH3:4]. The yield is 0.770. (7) The reactants are [OH:1][C:2]1[CH:9]=[CH:8][CH:7]=[C:6]([N+:10]([O-:12])=[O:11])[C:3]=1[CH:4]=[O:5].[CH3:13][Al](C)C.Cl. No catalyst specified. The product is [OH:5][CH:4]([C:3]1[C:6]([N+:10]([O-:12])=[O:11])=[CH:7][CH:8]=[CH:9][C:2]=1[OH:1])[CH3:13]. The yield is 0.950.